This data is from Full USPTO retrosynthesis dataset with 1.9M reactions from patents (1976-2016). The task is: Predict the reactants needed to synthesize the given product. (1) The reactants are: C1(O)C=CC=CC=1.[OH:8][C@@H:9]([C:20]1[CH:25]=[CH:24][CH:23]=[C:22]([OH:26])[CH:21]=1)[CH2:10][CH2:11][NH:12][C:13](=[O:19])[O:14][C:15]([CH3:18])([CH3:17])[CH3:16].S(O[CH2:38][CH:39]1[CH2:44][CH2:43][N:42]([C:45]([O:47][C:48]([CH3:51])([CH3:50])[CH3:49])=[O:46])[CH2:41][CH2:40]1)(C1C=CC(C)=CC=1)(=O)=O. Given the product [C:15]([O:14][C:13]([NH:12][CH2:11][CH2:10][C@H:9]([C:20]1[CH:21]=[C:22]([CH:23]=[CH:24][CH:25]=1)[O:26][CH2:38][CH:39]1[CH2:44][CH2:43][N:42]([C:45]([O:47][C:48]([CH3:49])([CH3:51])[CH3:50])=[O:46])[CH2:41][CH2:40]1)[OH:8])=[O:19])([CH3:18])([CH3:17])[CH3:16], predict the reactants needed to synthesize it. (2) Given the product [Cl:1][C:2]1[CH:3]=[CH:4][C:5]([N+:11]([O-:13])=[O:12])=[C:6]([CH:10]=1)[C:7]([NH:32][C:30]1[CH:31]=[CH:17][C:16]([Cl:22])=[CH:15][N:14]=1)=[O:9], predict the reactants needed to synthesize it. The reactants are: [Cl:1][C:2]1[CH:3]=[CH:4][C:5]([N+:11]([O-:13])=[O:12])=[C:6]([CH:10]=1)[C:7]([OH:9])=O.[N:14]1C=C[CH:17]=[CH:16][CH:15]=1.O=P(Cl)(Cl)[Cl:22].C(=O)(O)[O-].[Na+].[C:30](#[N:32])[CH3:31]. (3) Given the product [Cl:1][C:2]1[CH:3]=[C:4]([CH:16]=[CH:17][C:18]=1[F:19])[C:5]([NH:7][C:8]1[CH:13]=[CH:12][C:11]([CH3:14])=[C:10]([O:15][CH2:27][C:28]2[C:36]3[C:31](=[N:32][CH:33]=[N:34][C:35]=3[Cl:37])[N:30]([CH3:38])[N:29]=2)[CH:9]=1)=[O:6], predict the reactants needed to synthesize it. The reactants are: [Cl:1][C:2]1[CH:3]=[C:4]([CH:16]=[CH:17][C:18]=1[F:19])[C:5]([NH:7][C:8]1[CH:13]=[CH:12][C:11]([CH3:14])=[C:10]([OH:15])[CH:9]=1)=[O:6].C(=O)([O-])[O-].[K+].[K+].Br[CH2:27][C:28]1[C:36]2[C:31](=[N:32][CH:33]=[N:34][C:35]=2[Cl:37])[N:30]([CH3:38])[N:29]=1. (4) Given the product [CH2:9]([O:8][CH:7]1[CH:2]2[N:1]=[C:35]([CH3:36])[O:33][CH:3]2[CH2:4][CH:5]([CH2:24][O:25][CH2:26][C:27]2[CH:32]=[CH:31][CH:30]=[CH:29][CH:28]=2)[CH:6]1[O:16][CH2:17][C:18]1[CH:19]=[CH:20][CH:21]=[CH:22][CH:23]=1)[C:10]1[CH:11]=[CH:12][CH:13]=[CH:14][CH:15]=1, predict the reactants needed to synthesize it. The reactants are: [NH2:1][CH:2]1[CH:7]([O:8][CH2:9][C:10]2[CH:15]=[CH:14][CH:13]=[CH:12][CH:11]=2)[CH:6]([O:16][CH2:17][C:18]2[CH:23]=[CH:22][CH:21]=[CH:20][CH:19]=2)[CH:5]([CH2:24][O:25][CH2:26][C:27]2[CH:32]=[CH:31][CH:30]=[CH:29][CH:28]=2)[CH2:4][CH:3]1[OH:33].Cl.[C:35](=N)(OC)[CH3:36].